From a dataset of Tyrosyl-DNA phosphodiesterase HTS with 341,365 compounds. Binary Classification. Given a drug SMILES string, predict its activity (active/inactive) in a high-throughput screening assay against a specified biological target. (1) The molecule is S(=O)(=O)(NCc1c(cccc1)C)c1c(C(=O)N2CCCC2)c(n(c1C)C)C. The result is 0 (inactive). (2) The drug is O=C(NC1CCCCC1)Cn1nc(n2c(c1=O)ccc2)C. The result is 0 (inactive). (3) The compound is O1C(CN(CC1C)c1nc(nc2c1cccc2)c1ccccc1)C. The result is 0 (inactive). (4) The compound is S(CC(=O)N1CCOCC1)c1n(c2ccc(cc2)C)c(O)cc(=O)n1. The result is 0 (inactive). (5) The compound is S(CC(=O)NCCc1ccccc1)c1n(nnn1)c1ccc(OC)cc1. The result is 0 (inactive). (6) The drug is S(c1nc(nc2Oc3c(Cc12)cccc3C)c1ccc(cc1)C)CC(=O)Nc1cc(ccc1)C(O)=O. The result is 1 (active).